This data is from Catalyst prediction with 721,799 reactions and 888 catalyst types from USPTO. The task is: Predict which catalyst facilitates the given reaction. (1) Reactant: Cl.[Cl:2][C:3]1[CH:28]=[CH:27][C:6]2[N:7]3[C:11]([CH2:12][NH:13][CH2:14][C:5]=2[CH:4]=1)=[N:10][N:9]=[C:8]3[C@H:15]1[CH2:20][CH2:19][C@H:18]([C:21]2[CH:26]=[CH:25][CH:24]=[CH:23][CH:22]=2)[CH2:17][CH2:16]1.C(=O)([O-])[O-].[K+].[K+].Br.Br[CH2:37][C:38]1[CH:43]=[CH:42][CH:41]=[CH:40][N:39]=1. Product: [Cl:2][C:3]1[CH:28]=[CH:27][C:6]2[N:7]3[C:11]([CH2:12][N:13]([CH2:37][C:38]4[CH:43]=[CH:42][CH:41]=[CH:40][N:39]=4)[CH2:14][C:5]=2[CH:4]=1)=[N:10][N:9]=[C:8]3[C@H:15]1[CH2:20][CH2:19][C@H:18]([C:21]2[CH:22]=[CH:23][CH:24]=[CH:25][CH:26]=2)[CH2:17][CH2:16]1. The catalyst class is: 10. (2) Reactant: CC1(C)[O:6][C@H:5]([C:7]([N:9]2[CH2:14][CH2:13][C:12]([C:15]3[C:20]([F:21])=[CH:19][C:18]([N:22]4[CH2:26][C@H:25]([CH2:27][N:28]([C:36]5[S:40][N:39]=[C:38]([CH3:41])[CH:37]=5)C(OC(C)(C)C)=O)[O:24][C:23]4=[O:42])=[CH:17][C:16]=3[F:43])=[CH:11][CH2:10]2)=[O:8])[CH2:4][O:3]1.CO. Product: [OH:6][C@@H:5]([CH2:4][OH:3])[C:7]([N:9]1[CH2:14][CH2:13][C:12]([C:15]2[C:20]([F:21])=[CH:19][C:18]([N:22]3[CH2:26][C@H:25]([CH2:27][NH:28][C:36]4[S:40][N:39]=[C:38]([CH3:41])[CH:37]=4)[O:24][C:23]3=[O:42])=[CH:17][C:16]=2[F:43])=[CH:11][CH2:10]1)=[O:8]. The catalyst class is: 4. (3) Reactant: [C:1]([C:3]1[C:4]([CH3:25])=[N:5][C:6]2[N:7]([CH:17]=[C:18]([CH2:20][C:21]([O:23]C)=[O:22])[N:19]=2)[C:8]=1[C:9]1[CH:14]=[CH:13][C:12]([Cl:15])=[CH:11][C:10]=1[Cl:16])#[N:2].[Li+].[OH-].Cl. Product: [C:1]([C:3]1[C:4]([CH3:25])=[N:5][C:6]2[N:7]([CH:17]=[C:18]([CH2:20][C:21]([OH:23])=[O:22])[N:19]=2)[C:8]=1[C:9]1[CH:14]=[CH:13][C:12]([Cl:15])=[CH:11][C:10]=1[Cl:16])#[N:2]. The catalyst class is: 1. (4) Reactant: [Cl:1][C:2]1[CH:3]=[C:4]([CH:20]=[CH:21][C:22]=1[Cl:23])[O:5][CH2:6][CH2:7][CH2:8][O:9][NH:10][C:11]([NH:13][C:14]([NH:16][CH:17]([CH3:19])[CH3:18])=[NH:15])=[NH:12].C(O)C.[C:27]([OH:34])(=[O:33])[CH2:28][CH2:29][C:30]([OH:32])=[O:31]. Product: [C:27]([OH:34])(=[O:33])[CH2:28][CH2:29][C:30]([OH:32])=[O:31].[Cl:1][C:2]1[CH:3]=[C:4]([CH:20]=[CH:21][C:22]=1[Cl:23])[O:5][CH2:6][CH2:7][CH2:8][O:9][NH:10][C:11]([NH:13][C:14]([NH:16][CH:17]([CH3:19])[CH3:18])=[NH:15])=[NH:12].[Cl:1][C:2]1[CH:3]=[C:4]([CH:20]=[CH:21][C:22]=1[Cl:23])[O:5][CH2:6][CH2:7][CH2:8][O:9][NH:10][C:11]([NH:13][C:14]([NH:16][CH:17]([CH3:19])[CH3:18])=[NH:15])=[NH:12]. The catalyst class is: 6. (5) Reactant: CO[CH2:3][N:4]([CH2:10][C:11]1[CH:16]=[CH:15][CH:14]=[CH:13][CH:12]=1)[CH2:5][Si](C)(C)C.[N+:17](/[CH:20]=[CH:21]/[C:22]1[CH:27]=[CH:26][CH:25]=[CH:24][CH:23]=1)([O-:19])=[O:18].FC(F)(F)C(O)=O. Product: [CH2:10]([N:4]1[CH2:5][CH:21]([C:22]2[CH:27]=[CH:26][CH:25]=[CH:24][CH:23]=2)[CH:20]([N+:17]([O-:19])=[O:18])[CH2:3]1)[C:11]1[CH:16]=[CH:15][CH:14]=[CH:13][CH:12]=1. The catalyst class is: 2.